Dataset: hERG Central: cardiac toxicity at 1µM, 10µM, and general inhibition. Task: Predict hERG channel inhibition at various concentrations. The drug is O=[N+]([O-])c1ccc(SCCc2ccncc2)cc1. Results: hERG_inhib (hERG inhibition (general)): blocker.